The task is: Predict the reaction yield, written as a fraction of the theoretical maximum amount of product (1.0 means a 100% yield; for example, 0.34 means a 34% yield).. This data is from Reaction yield outcomes from USPTO patents with 853,638 reactions. (1) The reactants are Cl[C:2]1[CH:3]=[C:4]([O:9][CH3:10])[CH:5]=[C:6]([Cl:8])[CH:7]=1.[Mg].CN(C)[CH:14]=[O:15].CCOC(C)=O. The catalyst is C1COCC1.BrCCBr. The product is [Cl:8][C:6]1[CH:7]=[C:2]([CH:3]=[C:4]([O:9][CH3:10])[CH:5]=1)[CH:14]=[O:15]. The yield is 0.540. (2) The reactants are [C:1]1([N:7]2[C:11]([NH2:12])=[CH:10][C:9]([C:13]([F:16])([F:15])[F:14])=[N:8]2)[CH:6]=[CH:5][CH:4]=[CH:3][CH:2]=1.C([O-])([O-])=O.[K+].[K+].Cl[C:24]([O:26][C:27]1[CH:32]=[CH:31][CH:30]=[CH:29][CH:28]=1)=[O:25]. The catalyst is C1COCC1. The product is [C:1]1([N:7]2[C:11]([NH:12][C:24](=[O:25])[O:26][C:27]3[CH:32]=[CH:31][CH:30]=[CH:29][CH:28]=3)=[CH:10][C:9]([C:13]([F:15])([F:16])[F:14])=[N:8]2)[CH:2]=[CH:3][CH:4]=[CH:5][CH:6]=1. The yield is 0.990. (3) The reactants are BrC1C=C[C:5](NCC(OC)=O)=[N:6]C=1.[CH3:14][N:15]1[C:23]2[C:18](=[CH:19][CH:20]=[CH:21][C:22]=2[CH3:24])[C:17]([CH:25]=O)=[C:16]1[CH3:27].CN1C2C(=CC=CC=2)C(C)=C1C=O. No catalyst specified. The product is [CH3:5][NH:6][CH2:25][C:17]1[C:18]2[C:23](=[C:22]([CH3:24])[CH:21]=[CH:20][CH:19]=2)[N:15]([CH3:14])[C:16]=1[CH3:27]. The yield is 0.710.